From a dataset of Full USPTO retrosynthesis dataset with 1.9M reactions from patents (1976-2016). Predict the reactants needed to synthesize the given product. (1) Given the product [CH3:1][C:2]1([C:12]([F:15])([F:13])[F:14])[O:6][N:5]=[C:4]([CH2:7][OH:8])[CH2:3]1, predict the reactants needed to synthesize it. The reactants are: [CH3:1][C:2]1([C:12]([F:15])([F:14])[F:13])[O:6][N:5]=[C:4]([C:7](OCC)=[O:8])[CH2:3]1.[BH4-].[Na+]. (2) Given the product [Cl:1][C:2]1[CH:3]=[CH:4][C:5]([C:6]([NH:8][C:9]2[CH:18]=[C:17]3[C:12]([CH:13]=[CH:14][CH:15]=[C:16]3[N:19]3[CH2:24][CH2:23][N:22]([CH2:27][CH3:28])[CH2:21][CH2:20]3)=[CH:11][CH:10]=2)=[O:7])=[CH:25][CH:26]=1, predict the reactants needed to synthesize it. The reactants are: [Cl:1][C:2]1[CH:26]=[CH:25][C:5]([C:6]([NH:8][C:9]2[CH:18]=[C:17]3[C:12]([CH:13]=[CH:14][CH:15]=[C:16]3[N:19]3[CH2:24][CH2:23][NH:22][CH2:21][CH2:20]3)=[CH:11][CH:10]=2)=[O:7])=[CH:4][CH:3]=1.[CH2:27]([Li])[CH2:28]CC.C(I)C.[Cl-].[NH4+].